This data is from Full USPTO retrosynthesis dataset with 1.9M reactions from patents (1976-2016). The task is: Predict the reactants needed to synthesize the given product. Given the product [Cl:16][C:13]1[CH:14]=[CH:15][C:10]([CH:9]2[CH2:8][CH2:7][CH:6]([C:25]3[CH:30]=[CH:29][C:28]([Cl:31])=[C:27]([N+:32]([O-:34])=[O:33])[CH:26]=3)[N:40]2[C:39]2[CH:41]=[CH:42][C:36]([F:35])=[CH:37][CH:38]=2)=[CH:11][C:12]=1[N+:17]([O-:19])=[O:18], predict the reactants needed to synthesize it. The reactants are: CS(O[CH:6]([C:25]1[CH:30]=[CH:29][C:28]([Cl:31])=[C:27]([N+:32]([O-:34])=[O:33])[CH:26]=1)[CH2:7][CH2:8][CH:9](OS(C)(=O)=O)[C:10]1[CH:15]=[CH:14][C:13]([Cl:16])=[C:12]([N+:17]([O-:19])=[O:18])[CH:11]=1)(=O)=O.[F:35][C:36]1[CH:42]=[CH:41][C:39]([NH2:40])=[CH:38][CH:37]=1.